Predict the product of the given reaction. From a dataset of Forward reaction prediction with 1.9M reactions from USPTO patents (1976-2016). (1) Given the reactants [C:1]([N:9]1[CH2:14][CH2:13][NH:12][CH2:11][CH2:10]1)(=[O:8])[C:2]1[CH:7]=[CH:6][CH:5]=[CH:4][CH:3]=1.C(=O)([O-])[O-].[K+].[K+].Cl[CH:22]([CH3:26])[C:23](=[O:25])[CH3:24], predict the reaction product. The product is: [C:1]([N:9]1[CH2:14][CH2:13][N:12]([CH:22]([CH3:26])[C:23](=[O:25])[CH3:24])[CH2:11][CH2:10]1)(=[O:8])[C:2]1[CH:7]=[CH:6][CH:5]=[CH:4][CH:3]=1. (2) Given the reactants [O:1]1[CH2:6][CH2:5][CH:4]([C:7](Cl)=[O:8])[CH2:3][CH2:2]1.[NH3:10], predict the reaction product. The product is: [O:1]1[CH2:6][CH2:5][CH:4]([C:7]([NH2:10])=[O:8])[CH2:3][CH2:2]1. (3) Given the reactants [F:1][C:2]1[CH:3]=[CH:4][C:5]([CH2:8][O:9][C:10]2[CH:15]=[CH:14][N:13]([C:16]3[CH:17]=[CH:18][C:19]4[O:28][C:27]5[CH2:26][CH2:25][N:24](C(OC(C)(C)C)=O)[CH2:23][C:22]=5[C:20]=4[CH:21]=3)[C:12](=[O:36])[CH:11]=2)=[N:6][CH:7]=1.[ClH:37], predict the reaction product. The product is: [ClH:37].[F:1][C:2]1[CH:3]=[CH:4][C:5]([CH2:8][O:9][C:10]2[CH:15]=[CH:14][N:13]([C:16]3[CH:17]=[CH:18][C:19]4[O:28][C:27]5[CH2:26][CH2:25][NH:24][CH2:23][C:22]=5[C:20]=4[CH:21]=3)[C:12](=[O:36])[CH:11]=2)=[N:6][CH:7]=1. (4) Given the reactants [C:1]([C:5]1[CH:6]=[C:7]([NH:18][C:19](=[O:49])[NH:20][CH2:21][C:22]2[CH:48]=[CH:47][CH:46]=[CH:45][C:23]=2[CH2:24][O:25][C:26]2[CH:31]=[C:30]([CH3:32])[N:29]([C:33]3[CH:34]=[C:35]([CH:39]=[CH:40][C:41]=3[CH3:42])[C:36](O)=[O:37])[C:28](=[O:43])[C:27]=2[Cl:44])[N:8]([C:10]2[CH:15]=[CH:14][C:13]([OH:16])=[C:12]([Cl:17])[CH:11]=2)[N:9]=1)([CH3:4])([CH3:3])[CH3:2].[NH2:50][C@H:51]([C:53]([NH2:55])=[O:54])[CH3:52].Cl.N[C@H](C(N)=O)C.[H-].[Na+].C1N=CN(C(N2C=NC=C2)=O)C=1, predict the reaction product. The product is: [C:1]([C:5]1[CH:6]=[C:7]([NH:18][C:19](=[O:49])[NH:20][CH2:21][C:22]2[CH:48]=[CH:47][CH:46]=[CH:45][C:23]=2[CH2:24][O:25][C:26]2[CH:31]=[C:30]([CH3:32])[N:29]([C:33]3[CH:34]=[C:35]([CH:39]=[CH:40][C:41]=3[CH3:42])[C:36]([NH:50][C@@H:51]([C:53](=[O:54])[NH2:55])[CH3:52])=[O:37])[C:28](=[O:43])[C:27]=2[Cl:44])[N:8]([C:10]2[CH:15]=[CH:14][C:13]([OH:16])=[C:12]([Cl:17])[CH:11]=2)[N:9]=1)([CH3:2])([CH3:3])[CH3:4]. (5) Given the reactants C(O)(C(F)(F)F)=O.C(OC([N:15]1[CH2:20][CH2:19][N:18]([C:21]2[CH:26]=[CH:25][C:24]([C:27](=[O:37])[NH:28][C:29]3[CH:34]=[CH:33][C:32]([CH3:35])=[C:31]([I:36])[CH:30]=3)=[CH:23][N:22]=2)[CH2:17][CH2:16]1)=O)(C)(C)C.C(C1C=CC(NC(=O)C2C=CC(N3CCNCC3)=NC=2)=CC=1)(C)(C)C, predict the reaction product. The product is: [I:36][C:31]1[CH:30]=[C:29]([NH:28][C:27](=[O:37])[C:24]2[CH:25]=[CH:26][C:21]([N:18]3[CH2:17][CH2:16][NH:15][CH2:20][CH2:19]3)=[N:22][CH:23]=2)[CH:34]=[CH:33][C:32]=1[CH3:35]. (6) Given the reactants [NH2:1][C:2]1[CH:7]=[CH:6][CH:5]=[CH:4][CH:3]=1.C[Al](C)C.[Si:12]([O:19][N:20]=[C:21]1[C:29]2[C:24](=[CH:25][C:26]([NH:30][C:31]3[C:39]4[C:34](=[CH:35][N:36]=[CH:37][CH:38]=4)[S:33][C:32]=3[C:40]([O:42]CC)=O)=[CH:27][CH:28]=2)[CH2:23][CH2:22]1)([C:15]([CH3:18])([CH3:17])[CH3:16])([CH3:14])[CH3:13], predict the reaction product. The product is: [Si:12]([O:19][N:20]=[C:21]1[C:29]2[C:24](=[CH:25][C:26]([NH:30][C:31]3[C:39]4[C:34](=[CH:35][N:36]=[CH:37][CH:38]=4)[S:33][C:32]=3[C:40]([NH:1][C:2]3[CH:7]=[CH:6][CH:5]=[CH:4][CH:3]=3)=[O:42])=[CH:27][CH:28]=2)[CH2:23][CH2:22]1)([C:15]([CH3:17])([CH3:16])[CH3:18])([CH3:14])[CH3:13]. (7) Given the reactants [F:1][C:2]1[CH:7]=[CH:6][C:5]([CH2:8][C:9]2[CH:18]=[C:17]3[C:12]([C:13]([OH:33])=[C:14]([C:28](OCC)=[O:29])[C:15](=[O:27])[N:16]3[CH2:19][C:20](=[O:26])[N:21]3[CH2:25][CH2:24][CH2:23][CH2:22]3)=[N:11][CH:10]=2)=[CH:4][CH:3]=1.[NH2:34][CH2:35][CH:36]([OH:38])[CH3:37], predict the reaction product. The product is: [F:1][C:2]1[CH:3]=[CH:4][C:5]([CH2:8][C:9]2[CH:18]=[C:17]3[C:12]([C:13]([OH:33])=[C:14]([C:28]([NH:34][CH2:35][CH:36]([OH:38])[CH3:37])=[O:29])[C:15](=[O:27])[N:16]3[CH2:19][C:20](=[O:26])[N:21]3[CH2:25][CH2:24][CH2:23][CH2:22]3)=[N:11][CH:10]=2)=[CH:6][CH:7]=1. (8) Given the reactants C(=O)([O-])[O-].[Cs+].[Cs+].[Br:7][C:8]1[CH:13]=[CH:12][C:11]([OH:14])=[CH:10][C:9]=1[N+:15]([O-:17])=[O:16].CS(O[CH:23]1[CH2:26][N:25]([C:27]([O:29][C:30]([CH3:33])([CH3:32])[CH3:31])=[O:28])[CH2:24]1)(=O)=O, predict the reaction product. The product is: [Br:7][C:8]1[CH:13]=[CH:12][C:11]([O:14][CH:23]2[CH2:24][N:25]([C:27]([O:29][C:30]([CH3:33])([CH3:32])[CH3:31])=[O:28])[CH2:26]2)=[CH:10][C:9]=1[N+:15]([O-:17])=[O:16].